This data is from Full USPTO retrosynthesis dataset with 1.9M reactions from patents (1976-2016). The task is: Predict the reactants needed to synthesize the given product. (1) The reactants are: Br[C:2]1[CH:3]=[CH:4][C:5]2[O:9][C:8]([CH:10]3[CH2:15][CH2:14][N:13]([C:16]([O:18][C:19]([CH3:22])(C)[CH3:20])=[O:17])[CH2:12][CH2:11]3)=[N:7][C:6]=2[CH:23]=1.[CH3:24][C:25]1([CH3:41])[C:29]([CH3:31])([CH3:30])[O:28][B:27]([B:27]2[O:28][C:29]([CH3:31])([CH3:30])[C:25]([CH3:41])([CH3:24])[O:26]2)[O:26]1.C([O-])(=O)C.[K+].C(Cl)Cl. Given the product [CH3:24][C:25]1([CH3:41])[C:29]([CH3:31])([CH3:30])[O:28][B:27]([C:2]2[CH:3]=[CH:4][C:5]3[O:9][C:8]([CH:10]4[CH2:15][CH2:14][N:13]([C:16]([O:18][CH:19]([CH3:20])[CH3:22])=[O:17])[CH2:12][CH2:11]4)=[N:7][C:6]=3[CH:23]=2)[O:26]1, predict the reactants needed to synthesize it. (2) The reactants are: [C:1]([C:5]1[NH:6][C:7]([C:11]([O:13][CH2:14][CH3:15])=[O:12])=[C:8](I)[N:9]=1)([CH3:4])([CH3:3])[CH3:2].O.C(N(CC)CC)C.[C:24](=O)([OH:26])[O-:25].[Na+]. Given the product [C:1]([C:5]1[NH:6][C:7]([C:11]([O:13][CH2:14][CH3:15])=[O:12])=[C:8]([C:24]([OH:26])=[O:25])[N:9]=1)([CH3:4])([CH3:3])[CH3:2], predict the reactants needed to synthesize it.